Dataset: Catalyst prediction with 721,799 reactions and 888 catalyst types from USPTO. Task: Predict which catalyst facilitates the given reaction. (1) Reactant: [C:1]([O:5][C:6]([N:8]1[CH2:12][C@@H:11]([CH2:13][N:14]([CH:31]([CH3:33])[CH3:32])[C:15](=[O:30])[C:16]2[CH:21]=[CH:20][C:19]([O:22][CH3:23])=[C:18]([O:24][CH2:25][CH2:26][CH2:27][O:28][CH3:29])[CH:17]=2)[C@H:10]([CH2:34][NH2:35])[CH2:9]1)=[O:7])([CH3:4])([CH3:3])[CH3:2].[CH3:36][C:37]([C:42]1[CH:47]=[CH:46][CH:45]=[CH:44][CH:43]=1)([CH3:41])[C:38](O)=[O:39].CCN(CC)CC.ON1C2N=CC=CC=2N=N1.Cl.CN(C)CCCN=C=NCC. Product: [C:1]([O:5][C:6]([N:8]1[CH2:9][C@@H:10]([CH2:34][NH:35][C:38](=[O:39])[C:37]([CH3:36])([C:42]2[CH:47]=[CH:46][CH:45]=[CH:44][CH:43]=2)[CH3:41])[C@H:11]([CH2:13][N:14]([CH:31]([CH3:32])[CH3:33])[C:15](=[O:30])[C:16]2[CH:21]=[CH:20][C:19]([O:22][CH3:23])=[C:18]([O:24][CH2:25][CH2:26][CH2:27][O:28][CH3:29])[CH:17]=2)[CH2:12]1)=[O:7])([CH3:4])([CH3:3])[CH3:2]. The catalyst class is: 2. (2) Reactant: [CH3:1][N:2]1[C:10]2[C:5](=[CH:6][C:7]([NH2:11])=[CH:8][CH:9]=2)[CH:4]=[CH:3]1.C(N(CC)C(C)C)(C)C.Br[CH2:22][C:23]1[CH:33]=[CH:32][C:31]([O:34][CH3:35])=[CH:30][C:24]=1[C:25](OCC)=[O:26].O[Li].O. Product: [CH3:35][O:34][C:31]1[CH:30]=[C:24]2[C:23]([CH2:22][N:11]([C:7]3[CH:6]=[C:5]4[C:10](=[CH:9][CH:8]=3)[N:2]([CH3:1])[CH:3]=[CH:4]4)[C:25]2=[O:26])=[CH:33][CH:32]=1. The catalyst class is: 40. (3) Reactant: [C:1]([C:3]1[CH:8]=[CH:7][CH:6]=[C:5]([O:9][CH3:10])[C:4]=1[NH:11][C:12](=[O:18])[O:13][C:14]([CH3:17])([CH3:16])[CH3:15])#[CH:2].C([Li])CCC.CON(C)[C:27]([C:29]1[N:33]2[CH:34]=[CH:35][C:36]([O:38][CH2:39][CH2:40][O:41][CH3:42])=[CH:37][C:32]2=[N:31][CH:30]=1)=[O:28]. Product: [CH3:10][O:9][C:5]1[CH:6]=[CH:7][CH:8]=[C:3]([C:1]#[C:2][C:27]([C:29]2[N:33]3[CH:34]=[CH:35][C:36]([O:38][CH2:39][CH2:40][O:41][CH3:42])=[CH:37][C:32]3=[N:31][CH:30]=2)=[O:28])[C:4]=1[NH:11][C:12](=[O:18])[O:13][C:14]([CH3:15])([CH3:17])[CH3:16]. The catalyst class is: 1.